From a dataset of Full USPTO retrosynthesis dataset with 1.9M reactions from patents (1976-2016). Predict the reactants needed to synthesize the given product. (1) Given the product [C:35]([O:38][CH2:39][C:5]([NH:4][C:1](=[O:3])[CH3:2])([CH2:39][O:38][C:35](=[O:37])[CH3:36])[CH2:6][CH:7]([O:38][C:35](=[O:37])[CH3:36])[C:18]1[CH:19]=[CH:20][C:21]([CH2:24][CH2:25][CH2:26][CH2:27][CH2:28][CH2:29][CH2:30][CH3:31])=[CH:22][CH:23]=1)(=[O:37])[CH3:36], predict the reactants needed to synthesize it. The reactants are: [C:1]([NH:4][C:5](=O)[CH2:6][C:7]([C:18]1[CH:23]=[CH:22][C:21]([CH2:24][CH2:25][CH2:26][CH2:27][CH2:28][CH2:29][CH2:30][CH3:31])=[CH:20][CH:19]=1)(C(OCC)=O)C(OCC)=O)(=[O:3])[CH3:2].[BH4-].[Na+].[C:35]([O:38][CH2:39]C)(=[O:37])[CH3:36]. (2) Given the product [OH:18][CH2:19][CH2:20]/[CH:21]=[CH:22]/[C@@H:23]([NH:28][P:29]([C:37]1[CH:38]=[CH:39][CH:40]=[CH:41][CH:42]=1)([C:31]1[CH:32]=[CH:33][CH:34]=[CH:35][CH:36]=1)=[O:30])[CH2:24][CH:25]([CH3:26])[CH3:27], predict the reactants needed to synthesize it. The reactants are: [Si]([O:18][CH2:19][CH2:20]/[CH:21]=[CH:22]/[C@@H:23]([NH:28][P:29]([C:37]1[CH:42]=[CH:41][CH:40]=[CH:39][CH:38]=1)([C:31]1[CH:36]=[CH:35][CH:34]=[CH:33][CH:32]=1)=[O:30])[CH2:24][CH:25]([CH3:27])[CH3:26])(C(C)(C)C)(C1C=CC=CC=1)C1C=CC=CC=1.CCCC[N+](CCCC)(CCCC)CCCC.[F-]. (3) Given the product [N:21]1([CH2:27][CH2:28][NH:29][CH:7]([C:1]2[CH:6]=[CH:5][CH:4]=[CH:3][CH:2]=2)[CH2:8][N:9]2[CH2:14][CH2:13][CH2:12][CH2:11][CH2:10]2)[CH2:26][CH2:25][O:24][CH2:23][CH2:22]1, predict the reactants needed to synthesize it. The reactants are: [C:1]1([CH:7](O)[CH2:8][N:9]2[CH2:14][CH2:13][CH2:12][CH2:11][CH2:10]2)[CH:6]=[CH:5][CH:4]=[CH:3][CH:2]=1.CS(Cl)(=O)=O.[N:21]1([CH2:27][CH2:28][NH2:29])[CH2:26][CH2:25][O:24][CH2:23][CH2:22]1. (4) The reactants are: C[Mg]Br.[C:4]1(C)C=CC=CC=1.[CH2:11]([O:13][P:14]([N:19]1[CH:25]2[CH:20]1[CH2:21][CH2:22][N:23]([C:26]([O:28][CH2:29][C:30]1[CH:35]=[CH:34][CH:33]=[CH:32][CH:31]=1)=[O:27])[CH2:24]2)([O:16][CH2:17][CH3:18])=[O:15])[CH3:12].O. Given the product [CH2:11]([O:13][P:14]([NH:19][C@H:25]1[C@H:20]([CH3:4])[CH2:21][CH2:22][N:23]([C:26]([O:28][CH2:29][C:30]2[CH:35]=[CH:34][CH:33]=[CH:32][CH:31]=2)=[O:27])[CH2:24]1)([O:16][CH2:17][CH3:18])=[O:15])[CH3:12], predict the reactants needed to synthesize it. (5) Given the product [NH2:2][CH2:1][C:3]([C:10]1[CH2:15][CH2:14][CH2:13][CH2:12][CH:11]=1)([CH3:9])[C:4]([O:6][CH2:7][CH3:8])=[O:5], predict the reactants needed to synthesize it. The reactants are: [C:1]([C:3]([C:10]1[CH2:15][CH2:14][CH2:13][CH2:12][CH:11]=1)([CH3:9])[C:4]([O:6][CH2:7][CH3:8])=[O:5])#[N:2].[BH4-].[Na+].